The task is: Predict the reaction yield, written as a fraction of the theoretical maximum amount of product (1.0 means a 100% yield; for example, 0.34 means a 34% yield).. This data is from Reaction yield outcomes from USPTO patents with 853,638 reactions. (1) The reactants are [CH3:1][O:2][C:3]([C:5]1[S:6][C:7]([CH3:13])=[C:8]([N+:10]([O-])=O)[CH:9]=1)=[O:4].[H][H]. The catalyst is C(OCC)(=O)C.[Pd]. The product is [CH3:1][O:2][C:3]([C:5]1[S:6][C:7]([CH3:13])=[C:8]([NH2:10])[CH:9]=1)=[O:4]. The yield is 0.998. (2) The reactants are [C:1]([C:5]1[CH:9]=[C:8]([NH:10][C:11](=[O:19])OC2C=CC=CC=2)[N:7]([CH:20]([CH3:22])[CH3:21])[N:6]=1)([CH3:4])([CH3:3])[CH3:2].C(N(CC)C(C)C)(C)C.[CH3:32][O:33][C:34]1[CH:35]=[C:36]2[C:41](=[CH:42][C:43]=1[O:44][CH3:45])[N:40]=[CH:39][N:38]=[C:37]2[O:46][C:47]1[CH:48]=[C:49]([CH:51]=[CH:52][CH:53]=1)[NH2:50]. The catalyst is C1COCC1. The product is [C:1]([C:5]1[CH:9]=[C:8]([NH:10][C:11]([NH:50][C:49]2[CH:51]=[CH:52][CH:53]=[C:47]([O:46][C:37]3[C:36]4[C:41](=[CH:42][C:43]([O:44][CH3:45])=[C:34]([O:33][CH3:32])[CH:35]=4)[N:40]=[CH:39][N:38]=3)[CH:48]=2)=[O:19])[N:7]([CH:20]([CH3:21])[CH3:22])[N:6]=1)([CH3:2])([CH3:3])[CH3:4]. The yield is 0.400. (3) The reactants are [C:1]([OH:7])([C:3]([F:6])([F:5])[F:4])=[O:2].[Br:8][C:9]1[CH:10]=[C:11]2[C:16](=[CH:17][CH:18]=1)[C:15]([CH2:19][N:20]1[C:26](=[O:27])[C@@H:25]([NH:28][C:29](=[O:41])[C@@H:30]([N:32](C)[C:33](=O)OC(C)(C)C)[CH3:31])[CH2:24][O:23][C:22]3[CH:42]=[CH:43][CH:44]=[CH:45][C:21]1=3)=[C:14]([O:46][CH3:47])[CH:13]=[CH:12]2. The catalyst is C(Cl)Cl. The product is [F:4][C:3]([F:6])([F:5])[C:1]([OH:7])=[O:2].[Br:8][C:9]1[CH:10]=[C:11]2[C:16](=[CH:17][CH:18]=1)[C:15]([CH2:19][N:20]1[C:21]3[CH:45]=[CH:44][CH:43]=[CH:42][C:22]=3[O:23][CH2:24][C@H:25]([NH:28][C:29](=[O:41])[C@@H:30]([NH:32][CH3:33])[CH3:31])[C:26]1=[O:27])=[C:14]([O:46][CH3:47])[CH:13]=[CH:12]2. The yield is 0.690. (4) The reactants are Br[C:2]1[S:3][C:4]([C:8]2[N:9]([CH2:13][O:14][CH2:15][CH2:16][Si:17]([CH3:20])([CH3:19])[CH3:18])[CH:10]=[CH:11][N:12]=2)=[C:5]([Br:7])[N:6]=1.C[Sn](C)(C)[C:23]1[CH:28]=[CH:27][N:26]=[C:25]([NH:29][C:30](=[O:32])[CH3:31])[CH:24]=1.[Cl-].[Li+]. The catalyst is O1CCOCC1.C1C=CC([P]([Pd]([P](C2C=CC=CC=2)(C2C=CC=CC=2)C2C=CC=CC=2)([P](C2C=CC=CC=2)(C2C=CC=CC=2)C2C=CC=CC=2)[P](C2C=CC=CC=2)(C2C=CC=CC=2)C2C=CC=CC=2)(C2C=CC=CC=2)C2C=CC=CC=2)=CC=1.[Cu]I. The product is [Br:7][C:5]1[N:6]=[C:2]([C:23]2[CH:28]=[CH:27][N:26]=[C:25]([NH:29][C:30](=[O:32])[CH3:31])[CH:24]=2)[S:3][C:4]=1[C:8]1[N:9]([CH2:13][O:14][CH2:15][CH2:16][Si:17]([CH3:20])([CH3:19])[CH3:18])[CH:10]=[CH:11][N:12]=1. The yield is 0.660.